Dataset: Full USPTO retrosynthesis dataset with 1.9M reactions from patents (1976-2016). Task: Predict the reactants needed to synthesize the given product. (1) The reactants are: [F:1][C:2]([F:16])([F:15])[C:3]([C:5]1[C:13]2[C:8](=[CH:9][C:10]([F:14])=[CH:11][CH:12]=2)[NH:7][CH:6]=1)=[O:4].C(=O)([O-])[O-].[K+].[K+].I[CH:24]([CH3:26])[CH3:25]. Given the product [F:16][C:2]([F:1])([F:15])[C:3]([C:5]1[C:13]2[C:8](=[CH:9][C:10]([F:14])=[CH:11][CH:12]=2)[N:7]([CH:24]([CH3:26])[CH3:25])[CH:6]=1)=[O:4], predict the reactants needed to synthesize it. (2) Given the product [Cl:1][C:2]1[CH:9]=[C:8]([F:10])[CH:7]=[CH:6][C:3]=1[CH:4]1[C:12]([C:11]([O:14][CH2:31][CH3:32])=[O:13])=[C:28]([OH:30])[NH:20][C:18]([C:17]2[C:16]([F:15])=[CH:24][C:23]([F:25])=[CH:22][C:21]=2[F:26])=[N:19]1, predict the reactants needed to synthesize it. The reactants are: [Cl:1][C:2]1[CH:9]=[C:8]([F:10])[CH:7]=[CH:6][C:3]=1[CH:4]=O.[C:11]([OH:14])(=[O:13])[CH3:12].[F:15][C:16]1[CH:24]=[C:23]([F:25])[CH:22]=[C:21]([F:26])[C:17]=1[C:18]([NH2:20])=[NH:19].Cl.[CH2:28]([OH:30])C.[CH2:31](O)[CH3:32]. (3) Given the product [F:19][C:20]1[CH:25]=[CH:24][C:23]([C:2]2[CH:3]=[N:4][C:5]3[N:6]([CH:8]=[C:9]([CH2:11][O:12][C:13]4[CH:18]=[CH:17][CH:16]=[CH:15][N:14]=4)[N:10]=3)[CH:7]=2)=[C:22]([C:29]([F:30])([F:31])[F:32])[CH:21]=1, predict the reactants needed to synthesize it. The reactants are: Br[C:2]1[CH:3]=[N:4][C:5]2[N:6]([CH:8]=[C:9]([CH2:11][O:12][C:13]3[CH:18]=[CH:17][CH:16]=[CH:15][N:14]=3)[N:10]=2)[CH:7]=1.[F:19][C:20]1[CH:25]=[CH:24][C:23](B(O)O)=[C:22]([C:29]([F:32])([F:31])[F:30])[CH:21]=1. (4) Given the product [C:15]1([N:11]2[CH2:12][CH2:13][CH2:14][C@@H:9]([NH:8][C:6](=[O:7])[O:5][C:1]([CH3:4])([CH3:2])[CH3:3])[CH2:10]2)[CH:20]=[CH:19][CH:18]=[CH:17][CH:16]=1, predict the reactants needed to synthesize it. The reactants are: [C:1]([O:5][C:6]([NH:8][C@@H:9]1[CH2:14][CH2:13][CH2:12][NH:11][CH2:10]1)=[O:7])([CH3:4])([CH3:3])[CH3:2].[C:15]1(B(O)O)[CH:20]=[CH:19][CH:18]=[CH:17][CH:16]=1.C(N(CC)CC)C.